From a dataset of Full USPTO retrosynthesis dataset with 1.9M reactions from patents (1976-2016). Predict the reactants needed to synthesize the given product. (1) Given the product [NH2:24][C:25]1[C:30]([C:13]2[CH:12]=[CH:11][C:3]([C:4]([O:6][C:7]([CH3:8])([CH3:9])[CH3:10])=[O:5])=[C:2]([F:1])[CH:14]=2)=[N:29][CH:28]=[CH:27][N:26]=1, predict the reactants needed to synthesize it. The reactants are: [F:1][C:2]1[CH:14]=[C:13](B2OC(C)(C)C(C)(C)O2)[CH:12]=[CH:11][C:3]=1[C:4]([O:6][C:7]([CH3:10])([CH3:9])[CH3:8])=[O:5].[NH2:24][C:25]1[C:30](Cl)=[N:29][CH:28]=[CH:27][N:26]=1.C(=O)([O-])[O-].[Na+].[Na+].COCCOC. (2) Given the product [CH3:1][C:2]1[CH2:6][CH2:5][C:4]([CH3:8])([CH3:7])[C:3]=1[CH:9]=[O:23], predict the reactants needed to synthesize it. The reactants are: [CH3:1][C:2]1[CH2:6][CH2:5][C:4]([CH3:8])([CH3:7])[C:3]=1[C:9]#N.[H-].C([Al+]CC(C)C)C(C)C.C([O:23]CC)C.